Dataset: Buchwald-Hartwig C-N cross coupling reaction yields with 55,370 reactions. Task: Predict the reaction yield, written as a fraction of the theoretical maximum amount of product (1.0 means a 100% yield; for example, 0.34 means a 34% yield). (1) The reactants are Clc1cccnc1.Cc1ccc(N)cc1.O=S(=O)(O[Pd]1c2ccccc2-c2ccccc2N~1)C(F)(F)F.CC(C)c1cc(C(C)C)c(-c2ccccc2P(C2CCCCC2)C2CCCCC2)c(C(C)C)c1.CN1CCCN2CCCN=C12.c1ccc(CN(Cc2ccccc2)c2ccon2)cc1. No catalyst specified. The product is Cc1ccc(Nc2cccnc2)cc1. The yield is 0.0766. (2) The reactants are FC(F)(F)c1ccc(I)cc1.Cc1ccc(N)cc1.O=S(=O)(O[Pd]1c2ccccc2-c2ccccc2N~1)C(F)(F)F.CC(C)c1cc(C(C)C)c(-c2ccccc2P(C2CCCCC2)C2CCCCC2)c(C(C)C)c1.CN1CCCN2CCCN=C12.c1ccc(-c2cnoc2)cc1. No catalyst specified. The product is Cc1ccc(Nc2ccc(C(F)(F)F)cc2)cc1. The yield is 0.267. (3) The reactants are Clc1ccccn1.Cc1ccc(N)cc1.O=S(=O)(O[Pd]1c2ccccc2-c2ccccc2N~1)C(F)(F)F.CC(C)c1cc(C(C)C)c(-c2ccccc2P(C2CCCCC2)C2CCCCC2)c(C(C)C)c1.CN1CCCN2CCCN=C12.c1ccc(CN(Cc2ccccc2)c2ccno2)cc1. No catalyst specified. The product is Cc1ccc(Nc2ccccn2)cc1. The yield is 0.117. (4) The reactants are Brc1ccccn1.Cc1ccc(N)cc1.O=S(=O)(O[Pd]1c2ccccc2-c2ccccc2N~1)C(F)(F)F.COc1ccc(OC)c(P([C@]23C[C@H]4C[C@H](C[C@H](C4)C2)C3)[C@]23C[C@H]4C[C@H](C[C@H](C4)C2)C3)c1-c1c(C(C)C)cc(C(C)C)cc1C(C)C.CCN=P(N=P(N(C)C)(N(C)C)N(C)C)(N(C)C)N(C)C.Fc1cccc(F)c1-c1ccno1. No catalyst specified. The product is Cc1ccc(Nc2ccccn2)cc1. The yield is 0.259.